This data is from Reaction yield outcomes from USPTO patents with 853,638 reactions. The task is: Predict the reaction yield, written as a fraction of the theoretical maximum amount of product (1.0 means a 100% yield; for example, 0.34 means a 34% yield). The reactants are [F:1][C:2]([F:25])([F:24])[C:3]1[CH:19]=[C:18]([C:20]([F:23])([F:22])[F:21])[CH:17]=[CH:16][C:4]=1[CH2:5][O:6][C:7]1[CH:14]=[CH:13][C:10]([CH:11]=[O:12])=[CH:9][C:8]=1[OH:15].C(=O)([O-])[O-].[K+].[K+].[CH2:32](Br)[C:33]1[CH:38]=[CH:37][CH:36]=[CH:35][CH:34]=1.O. The catalyst is CN(C=O)C. The product is [CH2:32]([O:15][C:8]1[CH:9]=[C:10]([CH:13]=[CH:14][C:7]=1[O:6][CH2:5][C:4]1[CH:16]=[CH:17][C:18]([C:20]([F:23])([F:22])[F:21])=[CH:19][C:3]=1[C:2]([F:24])([F:25])[F:1])[CH:11]=[O:12])[C:33]1[CH:38]=[CH:37][CH:36]=[CH:35][CH:34]=1. The yield is 0.920.